Dataset: Forward reaction prediction with 1.9M reactions from USPTO patents (1976-2016). Task: Predict the product of the given reaction. (1) Given the reactants FC(F)(F)S(O[C:7]1[CH2:12][CH2:11][CH:10]([O:13][CH2:14][CH:15]2[CH2:20][CH2:19][N:18]([C:21]([O:23][C:24]([CH3:27])([CH3:26])[CH3:25])=[O:22])[CH2:17][CH2:16]2)[CH2:9][CH:8]=1)(=O)=O.[CH3:30][N:31]([CH3:44])[C:32]([C:34]1[CH:39]=[CH:38][C:37](B(O)O)=[C:36]([F:43])[CH:35]=1)=[O:33].C(=O)([O-])[O-].[Na+].[Na+], predict the reaction product. The product is: [CH3:30][N:31]([CH3:44])[C:32]([C:34]1[CH:39]=[CH:38][C:37]([C:7]2[CH2:12][CH2:11][CH:10]([O:13][CH2:14][CH:15]3[CH2:16][CH2:17][N:18]([C:21]([O:23][C:24]([CH3:26])([CH3:27])[CH3:25])=[O:22])[CH2:19][CH2:20]3)[CH2:9][CH:8]=2)=[C:36]([F:43])[CH:35]=1)=[O:33]. (2) Given the reactants [Br:1][C:2]1[S:6][C:5]([C:7](=[NH:11])OCC)=[C:4]([C:12]2(Cl)[CH:17]=[CH:16][C:15]([Cl:18])=[CH:14][CH2:13]2)[C:3]=1[C:20]#[N:21].[ClH:22].Cl.N[CH:25]([CH2:30][NH2:31])[C:26]([O:28][CH3:29])=[O:27], predict the reaction product. The product is: [Br:1][C:2]1[S:6][C:5]([C:7]2[NH:11][CH:25]([C:26]([O:28][CH3:29])=[O:27])[CH2:30][N:31]=2)=[C:4]([C:12]2[CH:13]=[CH:14][C:15]([Cl:18])=[CH:16][C:17]=2[Cl:22])[C:3]=1[C:20]#[N:21]. (3) Given the reactants [F:1][C:2]1[CH:7]=[CH:6][CH:5]=[C:4]([S:8]([CH3:11])(=[O:10])=[O:9])[C:3]=1F.[NH2:13][C:14]1[N:15]=[N:16][CH:17]=[CH:18][CH:19]=1.Cl[C:21]1[C:30]2[C:25](=[CH:26][CH:27]=[C:28]([OH:31])[CH:29]=2)[N:24]=[CH:23][N:22]=1, predict the reaction product. The product is: [F:1][C:2]1[CH:7]=[CH:6][CH:5]=[C:4]([S:8]([CH3:11])(=[O:10])=[O:9])[C:3]=1[O:31][C:28]1[CH:29]=[C:30]2[C:25](=[CH:26][CH:27]=1)[N:24]=[CH:23][N:22]=[C:21]2[NH:13][C:14]1[N:15]=[N:16][CH:17]=[CH:18][CH:19]=1.